From a dataset of Reaction yield outcomes from USPTO patents with 853,638 reactions. Predict the reaction yield, written as a fraction of the theoretical maximum amount of product (1.0 means a 100% yield; for example, 0.34 means a 34% yield). (1) The reactants are [OH:1][CH:2]1[CH2:5][CH:4]([C:6]([O:8][CH3:9])=[O:7])[CH2:3]1.[N+:10]([C:13]1[CH:21]=[CH:20][C:16]([C:17](O)=[O:18])=[CH:15][CH:14]=1)([O-:12])=[O:11].C1(P(C2C=CC=CC=2)C2C=CC=CC=2)C=CC=CC=1.CC(OC(/N=N/C(OC(C)C)=O)=O)C. The catalyst is C1COCC1. The product is [N+:10]([C:13]1[CH:14]=[CH:15][C:16]([C:17]([O:1][CH:2]2[CH2:5][CH:4]([C:6]([O:8][CH3:9])=[O:7])[CH2:3]2)=[O:18])=[CH:20][CH:21]=1)([O-:12])=[O:11]. The yield is 0.700. (2) The product is [NH2:12][CH2:11][C:10]1[C:9](=[O:13])[N:8]2[NH:14][CH2:15][CH2:16][C:7]2=[CH:6][C:5]=1[CH2:4][CH2:3][N:2]([CH3:1])[CH3:17]. The yield is 0.639. The catalyst is CO.[Ni]. The reactants are [CH3:1][N:2]([CH3:17])[CH2:3][CH2:4][C:5]1[CH:6]=[C:7]2[CH:16]=[CH:15][NH:14][N:8]2[C:9](=[O:13])[C:10]=1[C:11]#[N:12].N. (3) The reactants are [CH3:1][C:2]1[CH:30]=[CH:29][C:5]([CH2:6][N:7]2[C:16]3[C:11](=[CH:12][CH:13]=[CH:14][CH:15]=3)[C:10](=[O:17])[N:9]([CH2:18][C:19]3[CH:27]=[CH:26][C:22]([C:23]([OH:25])=O)=[CH:21][CH:20]=3)[C:8]2=[O:28])=[CH:4][CH:3]=1.[NH2:31][CH2:32][CH:33]1[CH2:36][O:35][CH2:34]1.Cl.CN(C)CCCN=C=NCC. The catalyst is C(Cl)Cl.CN(C)C1C=CN=CC=1. The product is [CH3:1][C:2]1[CH:3]=[CH:4][C:5]([CH2:6][N:7]2[C:16]3[C:11](=[CH:12][CH:13]=[CH:14][CH:15]=3)[C:10](=[O:17])[N:9]([CH2:18][C:19]3[CH:27]=[CH:26][C:22]([C:23]([NH:31][CH2:32][CH:33]4[CH2:36][O:35][CH2:34]4)=[O:25])=[CH:21][CH:20]=3)[C:8]2=[O:28])=[CH:29][CH:30]=1. The yield is 0.680. (4) The reactants are [CH2:1]([C:5]1[CH:10]=[CH:9][C:8]([C:11]([N:13]2[CH2:18][CH2:17][CH:16]([N:19]3[C:23]4[CH:24]=[CH:25][CH:26]=[CH:27][C:22]=4[NH:21][C:20]3=[S:28])[CH2:15][CH2:14]2)=[O:12])=[CH:7][CH:6]=1)[CH2:2][CH2:3][CH3:4].CI.[C:31](=O)([O-])[O-].[K+].[K+]. The catalyst is C(#N)C. The product is [CH2:1]([C:5]1[CH:6]=[CH:7][C:8]([C:11]([N:13]2[CH2:18][CH2:17][CH:16]([N:19]3[C:23]4[CH:24]=[CH:25][CH:26]=[CH:27][C:22]=4[N:21]=[C:20]3[S:28][CH3:31])[CH2:15][CH2:14]2)=[O:12])=[CH:9][CH:10]=1)[CH2:2][CH2:3][CH3:4]. The yield is 0.950.